This data is from Forward reaction prediction with 1.9M reactions from USPTO patents (1976-2016). The task is: Predict the product of the given reaction. (1) Given the reactants Cl[C:2]1[N:7]=[CH:6][N:5]=[C:4]2[N:8]([C:11]3[CH:16]=[CH:15][C:14]([O:17][CH3:18])=[CH:13][CH:12]=3)[N:9]=[CH:10][C:3]=12.[NH2:19][C:20]1[CH:21]=[C:22]([NH:27][C:28](=[O:40])[C:29]2[CH:34]=[C:33]([C:35]([F:38])([F:37])[F:36])[CH:32]=[C:31]([F:39])[CH:30]=2)[CH:23]=[CH:24][C:25]=1[CH3:26], predict the reaction product. The product is: [F:39][C:31]1[CH:30]=[C:29]([CH:34]=[C:33]([C:35]([F:36])([F:37])[F:38])[CH:32]=1)[C:28]([NH:27][C:22]1[CH:23]=[CH:24][C:25]([CH3:26])=[C:20]([NH:19][C:2]2[N:7]=[CH:6][N:5]=[C:4]3[N:8]([C:11]4[CH:16]=[CH:15][C:14]([O:17][CH3:18])=[CH:13][CH:12]=4)[N:9]=[CH:10][C:3]=23)[CH:21]=1)=[O:40]. (2) Given the reactants Br[CH2:2][CH2:3][CH2:4][NH:5][C:6](=[O:22])[CH:7]([C:15]1[CH:20]=[CH:19][C:18]([F:21])=[CH:17][CH:16]=1)[C:8]1[CH:13]=[CH:12][C:11]([F:14])=[CH:10][CH:9]=1.[CH3:23][CH:24]([CH3:40])[C:25]([NH:27][C:28]1[CH:29]=[N:30][CH:31]=[C:32]([CH:34]2[CH2:39][CH2:38][NH:37][CH2:36][CH2:35]2)[CH:33]=1)=[O:26], predict the reaction product. The product is: [F:14][C:11]1[CH:12]=[CH:13][C:8]([CH:7]([C:15]2[CH:20]=[CH:19][C:18]([F:21])=[CH:17][CH:16]=2)[C:6]([NH:5][CH2:4][CH2:3][CH2:2][N:37]2[CH2:38][CH2:39][CH:34]([C:32]3[CH:33]=[C:28]([NH:27][C:25](=[O:26])[CH:24]([CH3:23])[CH3:40])[CH:29]=[N:30][CH:31]=3)[CH2:35][CH2:36]2)=[O:22])=[CH:9][CH:10]=1.